This data is from Catalyst prediction with 721,799 reactions and 888 catalyst types from USPTO. The task is: Predict which catalyst facilitates the given reaction. (1) Product: [CH2:1]([O:8][C@@H:9]1[C@@H:14]([O:15][CH2:16][C:17]2[CH:22]=[CH:21][CH:20]=[CH:19][CH:18]=2)[C@H:13]([O:23][CH2:24][C:25]2[CH:26]=[CH:27][CH:28]=[CH:29][CH:30]=2)[C@@H:12]([CH2:31][O:32][CH2:33][C:34]2[CH:39]=[CH:38][CH:37]=[CH:36][CH:35]=2)[O:11][C@H:10]1[O:40][C@H:41]1[C@H:50]([OH:51])[C@@H:49]([CH2:52][O:53][C:67]2[CH:68]=[CH:69][C:64]([O:63][CH3:62])=[CH:65][CH:66]=2)[O:48][C@H:43]([O:44][CH2:45][CH:46]=[CH2:47])[C@@H:42]1[O:54][CH2:55][C:56]1[CH:57]=[CH:58][CH:59]=[CH:60][CH:61]=1)[C:2]1[CH:7]=[CH:6][CH:5]=[CH:4][CH:3]=1. Reactant: [CH2:1]([O:8][C@@H:9]1[C@@H:14]([O:15][CH2:16][C:17]2[CH:22]=[CH:21][CH:20]=[CH:19][CH:18]=2)[C@H:13]([O:23][CH2:24][C:25]2[CH:30]=[CH:29][CH:28]=[CH:27][CH:26]=2)[C@@H:12]([CH2:31][O:32][CH2:33][C:34]2[CH:39]=[CH:38][CH:37]=[CH:36][CH:35]=2)[O:11][C@H:10]1[O:40][C@H:41]1[C@H:50]([OH:51])[C@@H:49]([CH2:52][OH:53])[O:48][C@H:43]([O:44][CH2:45][CH:46]=[CH2:47])[C@@H:42]1[O:54][CH2:55][C:56]1[CH:61]=[CH:60][CH:59]=[CH:58][CH:57]=1)[C:2]1[CH:7]=[CH:6][CH:5]=[CH:4][CH:3]=1.[CH3:62][O:63][C:64]1[CH:69]=[CH:68][C:67](O)=[CH:66][CH:65]=1.C1(P(C2C=CC=CC=2)C2C=CC=CC=2)C=CC=CC=1.CCOC(/N=N/C(OCC)=O)=O.C1(C)C=CC=CC=1. The catalyst class is: 2. (2) Reactant: [C:1]1([C:17]2[CH:22]=[CH:21][CH:20]=[CH:19][CH:18]=2)[CH:6]=[CH:5][C:4]([C@@H:7]([CH2:11][CH:12]2[CH2:16][CH2:15][CH2:14][CH2:13]2)[C:8](O)=[O:9])=[CH:3][CH:2]=1.F[P-](F)(F)(F)(F)F.N1(OC(N(C)C)=[N+](C)C)C2C=CC=CC=2N=N1.C(N(CC)C(C)C)(C)C.[NH2:56][C:57]1[S:58][CH:59]=[CH:60][N:61]=1. Product: [C:1]1([C:17]2[CH:18]=[CH:19][CH:20]=[CH:21][CH:22]=2)[CH:6]=[CH:5][C:4]([C@@H:7]([CH2:11][CH:12]2[CH2:13][CH2:14][CH2:15][CH2:16]2)[C:8]([NH:56][C:57]2[S:58][CH:59]=[CH:60][N:61]=2)=[O:9])=[CH:3][CH:2]=1. The catalyst class is: 9. (3) Reactant: [Cl:1][C:2]1[C:3]([CH3:27])=[C:4]([CH2:8][N:9]2[C:14]3[N:15]=[C:16]([N:18]4[CH2:23][CH2:22][O:21][CH2:20][CH2:19]4)[S:17][C:13]=3[C:12](=[O:24])[N:11]=[C:10]2SC)[CH:5]=[CH:6][CH:7]=1.C([NH2:30])=O. Product: [NH2:30][C:10]1[N:9]([CH2:8][C:4]2[CH:5]=[CH:6][CH:7]=[C:2]([Cl:1])[C:3]=2[CH3:27])[C:14]2[N:15]=[C:16]([N:18]3[CH2:23][CH2:22][O:21][CH2:20][CH2:19]3)[S:17][C:13]=2[C:12](=[O:24])[N:11]=1. The catalyst class is: 6.